From a dataset of Catalyst prediction with 721,799 reactions and 888 catalyst types from USPTO. Predict which catalyst facilitates the given reaction. (1) Reactant: C([O:3][C:4](=O)[CH2:5][CH2:6][CH2:7][CH2:8][CH2:9]I)C.C(OC(=O)CCCCCCI)C.[CH3:24][O:25][C:26]1[CH:34]=[CH:33][C:29]([C:30](Cl)=[O:31])=[CH:28][CH:27]=1.C(Cl)(=O)C1C=CC=CC=1.[NH2:44][OH:45].Cl. Product: [OH:45][NH:44][C:4](=[O:3])[CH2:5][CH2:6][CH2:7][CH2:8][CH2:9][C:30](=[O:31])[C:29]1[CH:33]=[CH:34][C:26]([O:25][CH3:24])=[CH:27][CH:28]=1. The catalyst class is: 66. (2) Reactant: [OH:1][N:2]1[CH2:7][CH2:6][CH2:5][CH2:4][CH2:3]1.[C:8]1([Mg]Cl)[CH:13]=[CH:12][CH:11]=[CH:10][CH:9]=1.[Cl-].[NH4+]. Product: [C:8]1([CH:3]2[CH2:4][CH2:5][CH2:6][CH2:7][N:2]2[OH:1])[CH:13]=[CH:12][CH:11]=[CH:10][CH:9]=1. The catalyst class is: 704. (3) Reactant: [O:1]1[CH2:6][CH2:5][N:4]([C:7]2[N:12]=[C:11]([N:13]3[CH2:18][CH2:17][O:16][CH2:15][CH2:14]3)[N:10]=[C:9]([C:19]3[CH:24]=[CH:23][C:22]([NH:25][C:26](=[O:37])[NH:27][C:28]4[CH:36]=[CH:35][C:31]([C:32](O)=[O:33])=[CH:30][CH:29]=4)=[CH:21][CH:20]=3)[N:8]=2)[CH2:3][CH2:2]1.CCN(C(C)C)C(C)C.CN(C(ON1N=NC2C=CC=CC1=2)=[N+](C)C)C.F[P-](F)(F)(F)(F)F.[CH3:71][N:72]([CH3:79])[CH:73]1[CH2:78][CH2:77][NH:76][CH2:75][CH2:74]1. Product: [CH3:71][N:72]([CH3:79])[CH:73]1[CH2:78][CH2:77][N:76]([C:32]([C:31]2[CH:35]=[CH:36][C:28]([NH:27][C:26]([NH:25][C:22]3[CH:21]=[CH:20][C:19]([C:9]4[N:10]=[C:11]([N:13]5[CH2:18][CH2:17][O:16][CH2:15][CH2:14]5)[N:12]=[C:7]([N:4]5[CH2:3][CH2:2][O:1][CH2:6][CH2:5]5)[N:8]=4)=[CH:24][CH:23]=3)=[O:37])=[CH:29][CH:30]=2)=[O:33])[CH2:75][CH2:74]1. The catalyst class is: 37. (4) Reactant: [NH:1]1[C:5]2[CH:6]=[CH:7][CH:8]=[CH:9][C:4]=2[N:3]=[C:2]1[C:10]([N:12]1[CH2:15][CH:14]([C:16]2[C:17]([N:22]3[CH2:27][CH2:26][C:25](=[O:28])[CH2:24][CH2:23]3)=[N:18][CH:19]=[CH:20][N:21]=2)[CH2:13]1)=[O:11].C[Mg+].[Br-].[CH3:32]COC(C)=O. Product: [NH:1]1[C:5]2[CH:6]=[CH:7][CH:8]=[CH:9][C:4]=2[N:3]=[C:2]1[C:10]([N:12]1[CH2:13][CH:14]([C:16]2[C:17]([N:22]3[CH2:27][CH2:26][C:25]([OH:28])([CH3:32])[CH2:24][CH2:23]3)=[N:18][CH:19]=[CH:20][N:21]=2)[CH2:15]1)=[O:11]. The catalyst class is: 1. (5) Reactant: [Al].[CH3:2][O:3][C:4]1[CH:16]=[CH:15][C:14]2[C:13]3[C:8](=[CH:9][CH:10]=[CH:11][CH:12]=3)[NH:7][C:6]=2[CH:5]=1.[Br:17]N1C(=O)CCC1=O. Product: [Br:17][C:16]1[C:4]([O:3][CH3:2])=[CH:5][C:6]2[NH:7][C:8]3[C:13]([C:14]=2[CH:15]=1)=[CH:12][CH:11]=[CH:10][CH:9]=3. The catalyst class is: 7. (6) Reactant: [CH2:1]([O:3][C:4](=[O:25])[C:5]1[CH:10]=[CH:9][CH:8]=[C:7]([N:11]2[C:15]([CH3:16])=[CH:14][CH:13]=[C:12]2[C:17]2[CH:22]=[C:21]([Cl:23])[CH:20]=[CH:19][C:18]=2[OH:24])[CH:6]=1)[CH3:2].[F:26][C:27]1[CH:34]=[C:33]([F:35])[CH:32]=[CH:31][C:28]=1[CH2:29]Br.C(=O)([O-])[O-].[K+].[K+]. Product: [CH2:1]([O:3][C:4](=[O:25])[C:5]1[CH:10]=[CH:9][CH:8]=[C:7]([N:11]2[C:15]([CH3:16])=[CH:14][CH:13]=[C:12]2[C:17]2[CH:22]=[C:21]([Cl:23])[CH:20]=[CH:19][C:18]=2[O:24][CH2:29][C:28]2[CH:31]=[CH:32][C:33]([F:35])=[CH:34][C:27]=2[F:26])[CH:6]=1)[CH3:2]. The catalyst class is: 173.